Dataset: Forward reaction prediction with 1.9M reactions from USPTO patents (1976-2016). Task: Predict the product of the given reaction. (1) Given the reactants [Br:1][C:2]1[CH:3]=[C:4]2[C:9](=[CH:10][CH:11]=1)[C:8](=[O:12])[N:7](S(C1C=CC=CC=1)(=O)=O)[CH:6]=[C:5]2[CH2:22]Br.[CH3:24][C@H:25]1[NH:30][CH2:29][CH2:28][N:27]([C:31]([O:33][C:34]([CH3:37])([CH3:36])[CH3:35])=[O:32])[CH2:26]1.C(N(CC)C(C)C)(C)C.[OH-].[Na+], predict the reaction product. The product is: [Br:1][C:2]1[CH:3]=[C:4]2[C:9](=[CH:10][CH:11]=1)[C:8](=[O:12])[NH:7][CH:6]=[C:5]2[CH2:22][N:30]1[CH2:29][CH2:28][N:27]([C:31]([O:33][C:34]([CH3:37])([CH3:36])[CH3:35])=[O:32])[CH2:26][C@H:25]1[CH3:24]. (2) Given the reactants [Br:1][C:2]1[CH:8]=[CH:7][C:5]([NH2:6])=[C:4]([F:9])[CH:3]=1.Cl[C:11]1[C:16]([C:17]([O:19][CH2:20][CH3:21])=[O:18])=[CH:15][N:14]=[C:13]([Cl:22])[CH:12]=1.Cl, predict the reaction product. The product is: [Br:1][C:2]1[CH:8]=[CH:7][C:5]([NH:6][C:11]2[C:16]([C:17]([O:19][CH2:20][CH3:21])=[O:18])=[CH:15][N:14]=[C:13]([Cl:22])[CH:12]=2)=[C:4]([F:9])[CH:3]=1. (3) Given the reactants [C@H:1]12[CH2:6][C@H:5]1[CH2:4][NH:3][C@@H:2]2[CH2:7][NH:8][C:9]([C:11]1[CH:12]=[CH:13][CH:14]=[C:15]2[O:19][CH:18]=[CH:17][C:16]=12)=[O:10].[F:20][C:21]1[CH:26]=[CH:25][C:24]([C:27]2[S:31][C:30]([CH3:32])=[N:29][C:28]=2[C:33](O)=[O:34])=[CH:23][CH:22]=1, predict the reaction product. The product is: [F:20][C:21]1[CH:22]=[CH:23][C:24]([C:27]2[S:31][C:30]([CH3:32])=[N:29][C:28]=2[C:33]([N:3]2[CH2:4][C@H:5]3[C@H:1]([CH2:6]3)[C@H:2]2[CH2:7][NH:8][C:9]([C:11]2[CH:12]=[CH:13][CH:14]=[C:15]3[O:19][CH:18]=[CH:17][C:16]=23)=[O:10])=[O:34])=[CH:25][CH:26]=1. (4) Given the reactants CC1N=C(C2C=CC=CC=2C([NH:11][C@H:12]2[CH2:16][CH2:15][CH2:14][C@@H:13]2[NH:17][C:18]2[CH:23]=[CH:22][C:21]([C:24]([F:27])([F:26])[F:25])=[CH:20][N:19]=2)=O)ON=1.[F:32][C:33]1[CH:34]=[CH:35][C:36]([N:42]2[N:46]=[CH:45][CH:44]=[N:43]2)=[C:37]([CH:41]=1)[C:38]([OH:40])=O.Cl.FC(F)(F)C1C=CC(N[C@H]2CCC[C@@H]2N)=NC=1, predict the reaction product. The product is: [F:32][C:33]1[CH:34]=[CH:35][C:36]([N:42]2[N:46]=[CH:45][CH:44]=[N:43]2)=[C:37]([CH:41]=1)[C:38]([NH:11][C@H:12]1[CH2:16][CH2:15][CH2:14][C@@H:13]1[NH:17][C:18]1[CH:23]=[CH:22][C:21]([C:24]([F:27])([F:25])[F:26])=[CH:20][N:19]=1)=[O:40]. (5) Given the reactants C1CCN2C(=NCCC2)CC1.[CH:12](=[O:19])[C:13]1[CH:18]=[CH:17][CH:16]=[CH:15][CH:14]=1.[CH3:20][C:21]1[CH:26]=[C:25]([N:27]=[O:28])[CH:24]=[C:23]([CH3:29])[C:22]=1[OH:30], predict the reaction product. The product is: [OH:28][N:27]([C:25]1[CH:24]=[C:23]([CH3:29])[C:22]([OH:30])=[C:21]([CH3:20])[CH:26]=1)[C:12](=[O:19])[C:13]1[CH:18]=[CH:17][CH:16]=[CH:15][CH:14]=1. (6) Given the reactants [F:1][C:2]([F:41])([F:40])[C:3]1[CH:4]=[C:5]([CH:33]=[C:34]([C:36]([F:39])([F:38])[F:37])[CH:35]=1)[CH2:6][N:7]([CH2:14][C:15]1[CH:20]=[C:19]([C:21]([F:24])([F:23])[F:22])[CH:18]=[CH:17][C:16]=1[CH:25]([OH:32])[CH2:26][CH:27]1[CH2:31][CH2:30][CH2:29][CH2:28]1)[C:8]1[N:9]=[N:10][N:11]([CH3:13])[N:12]=1.[CH3:42]OC.CI.FC(F)(F)C1C=C(C=C(C(F)(F)F)C=1)CNC1N=NN(C)N=1, predict the reaction product. The product is: [F:39][C:36]([F:37])([F:38])[C:34]1[CH:33]=[C:5]([CH:4]=[C:3]([C:2]([F:1])([F:40])[F:41])[CH:35]=1)[CH2:6][N:7]([CH2:14][C:15]1[CH:20]=[C:19]([C:21]([F:24])([F:23])[F:22])[CH:18]=[CH:17][C:16]=1[CH:25]([O:32][CH3:42])[CH2:26][CH:27]1[CH2:31][CH2:30][CH2:29][CH2:28]1)[C:8]1[N:9]=[N:10][N:11]([CH3:13])[N:12]=1. (7) The product is: [OH:2][CH2:1][C:3]1[CH:23]=[CH:22][C:6]([O:7][CH2:8][C:9]2[N:10]=[C:11](/[CH:15]=[CH:16]/[C:17]([O:19][CH2:20][CH3:21])=[O:18])[O:12][C:13]=2[CH3:14])=[C:5]([O:24][CH3:25])[CH:4]=1. Given the reactants [CH:1]([C:3]1[CH:23]=[CH:22][C:6]([O:7][CH2:8][C:9]2[N:10]=[C:11](/[CH:15]=[CH:16]/[C:17]([O:19][CH2:20][CH3:21])=[O:18])[O:12][C:13]=2[CH3:14])=[C:5]([O:24][CH3:25])[CH:4]=1)=[O:2].C(O)C.[BH4-].[Na+].O, predict the reaction product.